From a dataset of Forward reaction prediction with 1.9M reactions from USPTO patents (1976-2016). Predict the product of the given reaction. (1) Given the reactants C([O:5][C:6](=[O:34])[C@H:7]([NH:20][S:21]([CH2:24][C:25]1[CH:33]=[CH:32][C:28]2[S:29][CH:30]=[CH:31][C:27]=2[CH:26]=1)(=[O:23])=[O:22])[CH2:8][N:9]1[C:17](=[O:18])[C:16]2[C:11](=[CH:12][CH:13]=[CH:14][CH:15]=2)[C:10]1=[O:19])(C)(C)C.C(O)(C(F)(F)F)=O, predict the reaction product. The product is: [S:29]1[CH:30]=[CH:31][C:27]2[CH:26]=[C:25]([CH2:24][S:21]([NH:20][C@H:7]([CH2:8][N:9]3[C:17](=[O:18])[C:16]4[C:11](=[CH:12][CH:13]=[CH:14][CH:15]=4)[C:10]3=[O:19])[C:6]([OH:34])=[O:5])(=[O:22])=[O:23])[CH:33]=[CH:32][C:28]1=2. (2) Given the reactants [C:1]([O:5][C:6]([N:8]1[CH2:13][CH2:12][CH:11](OS(C)(=O)=O)[CH2:10][CH2:9]1)=[O:7])([CH3:4])([CH3:3])[CH3:2].[C:19]([O-:22])(=[S:21])[CH3:20].[K+], predict the reaction product. The product is: [C:1]([O:5][C:6]([N:8]1[CH2:9][CH2:10][CH:11]([S:21][C:19](=[O:22])[CH3:20])[CH2:12][CH2:13]1)=[O:7])([CH3:2])([CH3:3])[CH3:4]. (3) Given the reactants [Br:1][C:2]1[CH:3]=[C:4]([CH2:10][OH:11])[CH:5]=[C:6]([Br:9])[C:7]=1[CH3:8].[H-].[Na+].Br[CH2:15][CH3:16], predict the reaction product. The product is: [Br:1][C:2]1[CH:3]=[C:4]([CH2:10][O:11][CH2:15][CH3:16])[CH:5]=[C:6]([Br:9])[C:7]=1[CH3:8]. (4) The product is: [OH:1][C:2]1[CH:3]=[C:4]2[C:9](=[CH:10][CH:11]=1)[N:8]=[C:7]([C:12]1[CH:13]=[CH:14][C:15]([C:16]3[O:17][C:27](=[O:28])[NH:19][N:18]=3)=[CH:20][CH:21]=1)[CH:6]=[CH:5]2. Given the reactants [OH:1][C:2]1[CH:3]=[C:4]2[C:9](=[CH:10][CH:11]=1)[N:8]=[C:7]([C:12]1[CH:21]=[CH:20][C:15]([C:16]([NH:18][NH2:19])=[O:17])=[CH:14][CH:13]=1)[CH:6]=[CH:5]2.C1N=CN([C:27](N2C=NC=C2)=[O:28])C=1.CCOC(C)=O, predict the reaction product. (5) Given the reactants Br[C:2]1[CH:7]=[CH:6][C:5](/[C:8](/[CH3:15])=[CH:9]/[C:10]([O:12][CH2:13][CH3:14])=[O:11])=[CH:4][CH:3]=1.[C:16]([C:20]1[CH:25]=[CH:24][C:23](B(O)O)=[CH:22][CH:21]=1)([CH3:19])([CH3:18])[CH3:17], predict the reaction product. The product is: [C:16]([C:20]1[CH:25]=[CH:24][C:23]([C:2]2[CH:7]=[CH:6][C:5](/[C:8](/[CH3:15])=[CH:9]/[C:10]([O:12][CH2:13][CH3:14])=[O:11])=[CH:4][CH:3]=2)=[CH:22][CH:21]=1)([CH3:19])([CH3:18])[CH3:17]. (6) Given the reactants [Cl:1][C:2]1[CH:7]=[CH:6][C:5](B(O)O)=[C:4]([F:11])[CH:3]=1.[NH2:12][C:13]1[CH:18]=[N:17][C:16](Br)=[CH:15][N:14]=1.C1(C)C=CC=CC=1.C([O-])([O-])=O.[Na+].[Na+], predict the reaction product. The product is: [Cl:1][C:2]1[CH:7]=[CH:6][C:5]([C:16]2[N:17]=[CH:18][C:13]([NH2:12])=[N:14][CH:15]=2)=[C:4]([F:11])[CH:3]=1. (7) Given the reactants [Br:1][C:2]1[S:6][C:5]([NH2:7])=[N:4][C:3]=1[CH3:8].[C:9](O[C:9]([O:11][C:12]([CH3:15])([CH3:14])[CH3:13])=[O:10])([O:11][C:12]([CH3:15])([CH3:14])[CH3:13])=[O:10].C[Si](C)(C)[N-][Si](C)(C)C.[Li+], predict the reaction product. The product is: [Br:1][C:2]1[S:6][C:5]([NH:7][C:9](=[O:10])[O:11][C:12]([CH3:15])([CH3:14])[CH3:13])=[N:4][C:3]=1[CH3:8]. (8) Given the reactants [F:1][C:2]1[CH:7]=[C:6]([O:8][CH2:9][CH2:10][C@@H:11]2[CH2:13][C@@H:12]2[CH:14]2[CH2:19][CH2:18][N:17]([C:20]3[N:25]=[CH:24][C:23]([CH2:26][O:27][CH3:28])=[CH:22][N:21]=3)[CH2:16][CH2:15]2)[CH:5]=[C:4]([F:29])[C:3]=1[CH2:30][C:31]([O:33]C)=[O:32].CO.[OH-].[Na+].Cl, predict the reaction product. The product is: [F:29][C:4]1[CH:5]=[C:6]([O:8][CH2:9][CH2:10][C@@H:11]2[CH2:13][C@@H:12]2[CH:14]2[CH2:19][CH2:18][N:17]([C:20]3[N:21]=[CH:22][C:23]([CH2:26][O:27][CH3:28])=[CH:24][N:25]=3)[CH2:16][CH2:15]2)[CH:7]=[C:2]([F:1])[C:3]=1[CH2:30][C:31]([OH:33])=[O:32].